Dataset: Full USPTO retrosynthesis dataset with 1.9M reactions from patents (1976-2016). Task: Predict the reactants needed to synthesize the given product. (1) Given the product [Cl:1][C:2]1[CH:7]=[C:6]([C:8]([F:11])([F:10])[F:9])[CH:5]=[CH:4][C:3]=1[C:13]#[CH:14], predict the reactants needed to synthesize it. The reactants are: [Cl:1][C:2]1[CH:7]=[C:6]([C:8]([F:11])([F:10])[F:9])[CH:5]=[CH:4][C:3]=1I.[C:13]([Si](C)(C)C)#[CH:14].CCCC[N+](CCCC)(CCCC)CCCC.[F-]. (2) Given the product [O:1]=[C:2]1[N:6]([CH2:7][CH2:8][C:9]2[CH:10]=[C:11]3[C:15](=[CH:16][CH:17]=2)[NH:14][C:13](=[O:18])[CH2:12]3)[CH2:5][CH2:4][O:3]1, predict the reactants needed to synthesize it. The reactants are: [O:1]=[C:2]1[N:6]([CH2:7][CH2:8][C:9]2[CH:10]=[C:11]3[C:15](=[CH:16][CH:17]=2)[NH:14][C:13](=[O:18])[C:12]3=O)[CH2:5][CH2:4][O:3]1.C(O)(C(F)(F)F)=O.[H][H]. (3) Given the product [C:1]([C:5]1[CH:10]=[CH:9][C:8]([S:11]([NH:14][C:15]2[CH:20]=[C:19]([F:21])[C:18]([Cl:22])=[CH:17][C:16]=2[C:23]2[N:27]([CH3:28])[C:26]([CH2:29][CH2:30][OH:31])=[N:25][N:24]=2)(=[O:13])=[O:12])=[CH:7][CH:6]=1)([CH3:4])([CH3:2])[CH3:3], predict the reactants needed to synthesize it. The reactants are: [C:1]([C:5]1[CH:10]=[CH:9][C:8]([S:11]([NH:14][C:15]2[CH:20]=[C:19]([F:21])[C:18]([Cl:22])=[CH:17][C:16]=2[C:23]2[N:27]([CH3:28])[C:26]([CH:29]3CCC[O:31][CH2:30]3)=[N:25][N:24]=2)(=[O:13])=[O:12])=[CH:7][CH:6]=1)([CH3:4])([CH3:3])[CH3:2].[H-].[Al+3].[Li+].[H-].[H-].[H-].OS(O)(=O)=O. (4) Given the product [Cl:1][C:2]1[CH:7]=[C:6]([F:8])[C:5]([N:9]2[C:14](=[O:15])[CH:13]=[C:12]([C:16]([F:18])([F:19])[F:17])[N:11]([CH3:20])[C:10]2=[O:21])=[CH:4][C:3]=1[O:22][CH:24]([C:29]([O:31][CH3:32])=[O:30])[C:25]([O:27][CH3:28])=[O:26], predict the reactants needed to synthesize it. The reactants are: [Cl:1][C:2]1[CH:7]=[C:6]([F:8])[C:5]([N:9]2[C:14](=[O:15])[CH:13]=[C:12]([C:16]([F:19])([F:18])[F:17])[N:11]([CH3:20])[C:10]2=[O:21])=[CH:4][C:3]=1[OH:22].Cl[CH:24]([C:29]([O:31][CH3:32])=[O:30])[C:25]([O:27][CH3:28])=[O:26].C(=O)([O-])[O-].[K+].[K+].Cl. (5) Given the product [Br:1][C:2]1[C:3]([S:9][CH3:10])=[N:4][C:5]([NH:11][C:12]2[CH:13]=[C:14]([CH:17]=[CH:18][CH:19]=2)[C:15]#[N:16])=[N:6][CH:7]=1, predict the reactants needed to synthesize it. The reactants are: [Br:1][C:2]1[C:3]([S:9][CH3:10])=[N:4][C:5](Cl)=[N:6][CH:7]=1.[NH2:11][C:12]1[CH:13]=[C:14]([CH:17]=[CH:18][CH:19]=1)[C:15]#[N:16].Cl.O1CCOCC1. (6) Given the product [Cl:1][C:2]1[C:3]2[C:10](=[CH:28][C:14]3[NH:15][C:16]([CH3:27])=[C:17]([CH2:18][CH2:19][CH2:20][N:21]4[CH2:22][CH2:23][O:24][CH2:25][CH2:26]4)[C:13]=3[CH3:12])[C:9](=[O:11])[NH:8][C:4]=2[N:5]=[CH:6][N:7]=1, predict the reactants needed to synthesize it. The reactants are: [Cl:1][C:2]1[C:3]2[CH2:10][C:9](=[O:11])[NH:8][C:4]=2[N:5]=[CH:6][N:7]=1.[CH3:12][C:13]1[C:17]([CH2:18][CH2:19][CH2:20][N:21]2[CH2:26][CH2:25][O:24][CH2:23][CH2:22]2)=[C:16]([CH3:27])[NH:15][C:14]=1[CH:28]=O.N1CCCCC1. (7) Given the product [CH3:11][C:3]1[C:4]([C:7]([O:9][CH3:10])=[O:8])=[CH:5][S:6][C:2]=1[B:17]1[O:18][C:19]([CH3:21])([CH3:20])[C:15]([CH3:22])([CH3:14])[O:16]1, predict the reactants needed to synthesize it. The reactants are: I[C:2]1[S:6][CH:5]=[C:4]([C:7]([O:9][CH3:10])=[O:8])[C:3]=1[CH3:11].[H-].[Na+].[CH3:14][C:15]1([CH3:22])[C:19]([CH3:21])([CH3:20])[O:18][BH:17][O:16]1.[Br-].B([O-])[O-].B(O)O. (8) Given the product [C:23]([C:25]1[CH:26]=[C:27]([CH:31]=[C:32]([S:34]([F:38])([F:39])([F:35])([F:36])[F:37])[CH:33]=1)[C:28]([NH:4][C:3]1[CH:5]=[CH:6][CH:7]=[C:8]([N:9]2[C:16]3[N:12]([N:13]=[C:14]([C:17]4[CH:18]=[N:19][CH:20]=[CH:21][CH:22]=4)[CH:15]=3)[CH:11]=[CH:10]2)[C:2]=1[F:1])=[O:29])#[N:24], predict the reactants needed to synthesize it. The reactants are: [F:1][C:2]1[C:8]([N:9]2[C:16]3[N:12]([N:13]=[C:14]([C:17]4[CH:18]=[N:19][CH:20]=[CH:21][CH:22]=4)[CH:15]=3)[CH:11]=[CH:10]2)=[CH:7][CH:6]=[CH:5][C:3]=1[NH2:4].[C:23]([C:25]1[CH:26]=[C:27]([CH:31]=[C:32]([S:34]([F:39])([F:38])([F:37])([F:36])[F:35])[CH:33]=1)[C:28](O)=[O:29])#[N:24].